Dataset: Aqueous solubility values for 9,982 compounds from the AqSolDB database. Task: Regression/Classification. Given a drug SMILES string, predict its absorption, distribution, metabolism, or excretion properties. Task type varies by dataset: regression for continuous measurements (e.g., permeability, clearance, half-life) or binary classification for categorical outcomes (e.g., BBB penetration, CYP inhibition). For this dataset (solubility_aqsoldb), we predict Y. (1) The compound is Oc1ccc(C2CCCCC2)cc1. The Y is -3.47 log mol/L. (2) The drug is O=c1[nH]c(CN2CCCC2)c(Br)c(=O)[nH]1. The Y is -1.78 log mol/L. (3) The compound is CCCSC(=O)N(CCC)CCC. The Y is -3.30 log mol/L. (4) The molecule is O=C1CC[C@@H](C(=O)[O-])N1.[Na+]. The Y is 0.608 log mol/L. (5) The drug is CC(=O)C(N=Nc1ccc(-c2ccc(N=NC(C(C)=O)C(=O)Nc3ccccc3)c(Cl)c2)cc1Cl)C(=O)Nc1ccccc1. The Y is -9.20 log mol/L. (6) The molecule is O=C(OCn1c(=O)[nH]cc(F)c1=O)Oc1ccccc1. The Y is -2.45 log mol/L. (7) The compound is NS(=O)(=O)c1ccc(NC(=S)Nc2ccc(F)cc2)cc1. The Y is -2.99 log mol/L. (8) The compound is CCCCCCC#CC(=O)OC. The Y is -3.65 log mol/L. (9) The molecule is CC1=CCC(=O)O1. The Y is -0.293 log mol/L. (10) The drug is Cc1ccc2cc3ccc4ccccc4c3cc2c1. The Y is -6.64 log mol/L.